From a dataset of HIV replication inhibition screening data with 41,000+ compounds from the AIDS Antiviral Screen. Binary Classification. Given a drug SMILES string, predict its activity (active/inactive) in a high-throughput screening assay against a specified biological target. (1) The molecule is N=C(NC(=S)N1CCCCC1)N1CCCCC1. The result is 0 (inactive). (2) The compound is Cn1c(=O)c2c(ncn2CC(=O)NN=C2SCC(=O)N2Cc2ccccc2)n(C)c1=O. The result is 0 (inactive). (3) The drug is CC1Oc2cc(O)c3ccc(=O)oc3c2C(=O)C1C. The result is 0 (inactive). (4) The compound is COC1(Cc2cc(O)c(O)c(Br)c2Br)C(=O)OC2C(O)COC21O. The result is 0 (inactive). (5) The drug is O=C(Nc1ccc(C2=NCCN2)cc1)c1cncc(C(=O)Nc2ccc(C3=NCCN3)cc2)c1. The result is 1 (active). (6) The compound is C=C(Br)CNCC(=C)Br. The result is 0 (inactive). (7) The molecule is c1ccc(P2(c3ccccc3)=NSN=S=N2)cc1. The result is 0 (inactive). (8) The compound is CC1=CC(C)(C)NC(=S)N1c1ccccc1O. The result is 0 (inactive). (9) The compound is CN(C)CCN(C)CC1COC(C)(C)O1. The result is 0 (inactive). (10) The result is 0 (inactive). The compound is CN(C)Cc1cc(C=C2CCCC(=Cc3ccc(O)c(CN(C)C)c3)C2=O)ccc1O.